This data is from Forward reaction prediction with 1.9M reactions from USPTO patents (1976-2016). The task is: Predict the product of the given reaction. (1) Given the reactants [CH3:1][CH:2]([NH2:13])[CH2:3][C:4]1[C:12]2[C:7](=[CH:8][CH:9]=[CH:10][CH:11]=2)[NH:6][CH:5]=1.[CH3:14][N:15]([CH3:29])[C:16]1([C:23]2[CH:28]=[CH:27][CH:26]=[CH:25][CH:24]=2)[CH2:21][CH2:20][C:19](=O)[CH2:18][CH2:17]1.C(O)(=O)C.C(O[BH-](OC(=O)C)OC(=O)C)(=O)C.[Na+], predict the reaction product. The product is: [NH:6]1[C:7]2[C:12](=[CH:11][CH:10]=[CH:9][CH:8]=2)[C:4]([CH2:3][CH:2]([NH:13][CH:19]2[CH2:18][CH2:17][C:16]([C:23]3[CH:24]=[CH:25][CH:26]=[CH:27][CH:28]=3)([N:15]([CH3:29])[CH3:14])[CH2:21][CH2:20]2)[CH3:1])=[CH:5]1. (2) Given the reactants [C:1]([O:5][C:6]([NH:8][C@@H:9]([CH2:13][CH2:14][CH2:15][CH2:16][NH:17][C:18]([O:20][C:21]([CH3:24])([CH3:23])[CH3:22])=[O:19])[C:10]([OH:12])=O)=[O:7])([CH3:4])([CH3:3])[CH3:2].CN(C(ON1N=NC2C=CC=CC1=2)=[N+](C)C)C.[B-](F)(F)(F)F.Cl.Cl.[NH2:49][C@@H:50]([CH:89]([CH3:91])[CH3:90])[C:51]([O:53][C@H:54]1[C@H:59]([NH:60][C:61]([O:63][CH3:64])=[O:62])[CH2:58][CH2:57][N:56]([C:65]2[CH:70]=[C:69]([C:71]#[N:72])[CH:68]=[C:67]([NH:73][C:74]3[N:79]=[C:78]([NH:80][CH2:81][CH3:82])[C:77]4=[N:83][CH:84]=[C:85]([C:86]#[N:87])[N:76]4[N:75]=3)[C:66]=2[Cl:88])[CH2:55]1)=[O:52], predict the reaction product. The product is: [C:1]([O:5][C:6]([NH:8][C@@H:9]([CH2:13][CH2:14][CH2:15][CH2:16][NH:17][C:18]([O:20][C:21]([CH3:24])([CH3:23])[CH3:22])=[O:19])[C:10]([NH:49][C@@H:50]([CH:89]([CH3:90])[CH3:91])[C:51]([O:53][C@H:54]1[C@H:59]([NH:60][C:61]([O:63][CH3:64])=[O:62])[CH2:58][CH2:57][N:56]([C:65]2[CH:70]=[C:69]([C:71]#[N:72])[CH:68]=[C:67]([NH:73][C:74]3[N:79]=[C:78]([NH:80][CH2:81][CH3:82])[C:77]4=[N:83][CH:84]=[C:85]([C:86]#[N:87])[N:76]4[N:75]=3)[C:66]=2[Cl:88])[CH2:55]1)=[O:52])=[O:12])=[O:7])([CH3:2])([CH3:3])[CH3:4].